Dataset: Full USPTO retrosynthesis dataset with 1.9M reactions from patents (1976-2016). Task: Predict the reactants needed to synthesize the given product. (1) Given the product [C:18]([N:8]1[CH:9]=[C:5]([C:3]([OH:2])=[O:4])[N:6]=[CH:7]1)([C:19]1[CH:24]=[CH:23][CH:22]=[CH:21][CH:20]=1)([C:31]1[CH:32]=[CH:33][CH:34]=[CH:35][CH:36]=1)[C:25]1[CH:26]=[CH:27][CH:28]=[CH:29][CH:30]=1, predict the reactants needed to synthesize it. The reactants are: C[O:2][C:3]([C:5]1[NH:6][CH:7]=[N:8][CH:9]=1)=[O:4].C(N(CC)CC)C.Cl[C:18]([C:31]1[CH:36]=[CH:35][CH:34]=[CH:33][CH:32]=1)([C:25]1[CH:30]=[CH:29][CH:28]=[CH:27][CH:26]=1)[C:19]1[CH:24]=[CH:23][CH:22]=[CH:21][CH:20]=1.[OH-].[Li+].Cl. (2) The reactants are: Cl[C:2]1C=CC(S(N2C(=O)/C(=C/C3C=C(Cl)C=CC=3OC)/CNC(=O)C2)(=O)=O)=CC=1C(OC)=O.ClC1C=CC(S(N2C(=O)/C(=C/C3C=C(Cl)C=CC=3OC)/CNC(=O)C2)(=O)=O)=CC=1C(O)=O.[Cl:66][C:67]1[CH:68]=[CH:69][C:70]([O:95][CH3:96])=[C:71]([CH:94]=1)[CH2:72][CH:73]1[C:79](=[O:80])[N:78]([C:81]([NH:83][C:84]2[CH:85]=[C:86]([CH:90]=[CH:91][CH:92]=2)[C:87]([OH:89])=[O:88])=[O:82])[CH2:77][C:76](=[O:93])[NH:75][CH2:74]1. Given the product [Cl:66][C:67]1[CH:68]=[CH:69][C:70]([O:95][CH3:96])=[C:71]([CH:94]=1)[CH2:72][CH:73]1[C:79](=[O:80])[N:78]([C:81]([NH:83][C:84]2[CH:85]=[C:86]([CH:90]=[CH:91][CH:92]=2)[C:87]([O:89][CH3:2])=[O:88])=[O:82])[CH2:77][C:76](=[O:93])[NH:75][CH2:74]1, predict the reactants needed to synthesize it. (3) The reactants are: CN([CH:4]=[O:5])C.O[C:7]1[CH:8]=[C:9]([CH:14]=[C:15]([OH:17])[CH:16]=1)[C:10]([O:12][CH3:13])=[O:11].C(=O)([O-])[O-].[K+].[K+].Br[CH2:25][CH2:26][CH2:27][CH2:28][CH2:29][CH2:30][CH2:31][CH2:32][CH2:33][CH2:34][CH2:35][CH3:36]. Given the product [CH2:25]([O:17][C:15]1[CH:14]=[C:9]([CH:8]=[C:7]([O:5][CH2:4][CH2:35][CH2:34][CH2:33][CH2:32][CH2:31][CH2:30][CH2:29][CH2:28][CH2:27][CH2:26][CH3:25])[CH:16]=1)[C:10]([O:12][CH3:13])=[O:11])[CH2:26][CH2:27][CH2:28][CH2:29][CH2:30][CH2:31][CH2:32][CH2:33][CH2:34][CH2:35][CH3:36], predict the reactants needed to synthesize it. (4) Given the product [CH:2]([CH:3]1[N:10]([C:11]([O:13][C:14]([CH3:17])([CH3:16])[CH3:15])=[O:12])[CH2:9][CH2:8][C:5]2([CH2:6][CH2:7]2)[CH2:4]1)=[O:1], predict the reactants needed to synthesize it. The reactants are: [OH:1][CH2:2][C@H:3]1[N:10]([C:11]([O:13][C:14]([CH3:17])([CH3:16])[CH3:15])=[O:12])[CH2:9][CH2:8][C:5]2([CH2:7][CH2:6]2)[CH2:4]1.CC1(C)N([O])C(C)(C)CCC1.CC(C(O)=O)CN. (5) Given the product [Cl:21][C:4]1[CH:3]=[C:2]([NH:1][C:37]([NH:25][O:24][CH3:23])=[O:38])[CH:20]=[CH:19][C:5]=1[CH2:6][CH:7]1[CH2:11][CH2:10][N:9]([CH:12]2[CH2:17][CH2:16][CH2:15][CH2:14][CH2:13]2)[C:8]1=[O:18], predict the reactants needed to synthesize it. The reactants are: [NH2:1][C:2]1[CH:20]=[CH:19][C:5]([CH2:6][CH:7]2[CH2:11][CH2:10][N:9]([CH:12]3[CH2:17][CH2:16][CH2:15][CH2:14][CH2:13]3)[C:8]2=[O:18])=[C:4]([Cl:21])[CH:3]=1.[Cl-].[CH3:23][O:24][NH3+:25].C(N(C(C)C)CC)(C)C.CN(C)[CH:37]=[O:38]. (6) Given the product [C:44]([CH2:25][C:24]([NH2:23])=[O:26])([O:46][C:47]([CH3:48])([CH3:49])[CH3:50])=[O:45], predict the reactants needed to synthesize it. The reactants are: N(CC1C=CC(C2C=CC(N3CC(C[NH:23][C:24](=[O:26])[CH3:25])OC3=O)=CC=2F)=CC=1)=[N+]=[N-].C(N(CC)CC)C.[C:47]([O:46][C:44](O[C:44]([O:46][C:47]([CH3:50])([CH3:49])[CH3:48])=[O:45])=[O:45])([CH3:50])([CH3:49])[CH3:48].